This data is from Peptide-MHC class I binding affinity with 185,985 pairs from IEDB/IMGT. The task is: Regression. Given a peptide amino acid sequence and an MHC pseudo amino acid sequence, predict their binding affinity value. This is MHC class I binding data. The peptide sequence is TEQAIEDV. The MHC is Mamu-A11 with pseudo-sequence Mamu-A11. The binding affinity (normalized) is 0.383.